From a dataset of NCI-60 drug combinations with 297,098 pairs across 59 cell lines. Regression. Given two drug SMILES strings and cell line genomic features, predict the synergy score measuring deviation from expected non-interaction effect. (1) Drug 1: CCC1(CC2CC(C3=C(CCN(C2)C1)C4=CC=CC=C4N3)(C5=C(C=C6C(=C5)C78CCN9C7C(C=CC9)(C(C(C8N6C)(C(=O)OC)O)OC(=O)C)CC)OC)C(=O)OC)O.OS(=O)(=O)O. Drug 2: CN(C(=O)NC(C=O)C(C(C(CO)O)O)O)N=O. Cell line: 786-0. Synergy scores: CSS=-2.57, Synergy_ZIP=-0.155, Synergy_Bliss=-2.05, Synergy_Loewe=-3.33, Synergy_HSA=-1.94. (2) Cell line: SW-620. Drug 2: CC1CCC2CC(C(=CC=CC=CC(CC(C(=O)C(C(C(=CC(C(=O)CC(OC(=O)C3CCCCN3C(=O)C(=O)C1(O2)O)C(C)CC4CCC(C(C4)OC)OCCO)C)C)O)OC)C)C)C)OC. Synergy scores: CSS=19.7, Synergy_ZIP=5.11, Synergy_Bliss=4.75, Synergy_Loewe=4.75, Synergy_HSA=4.66. Drug 1: CC1C(C(=O)NC(C(=O)N2CCCC2C(=O)N(CC(=O)N(C(C(=O)O1)C(C)C)C)C)C(C)C)NC(=O)C3=C4C(=C(C=C3)C)OC5=C(C(=O)C(=C(C5=N4)C(=O)NC6C(OC(=O)C(N(C(=O)CN(C(=O)C7CCCN7C(=O)C(NC6=O)C(C)C)C)C)C(C)C)C)N)C. (3) Drug 1: CN1C(=O)N2C=NC(=C2N=N1)C(=O)N. Drug 2: C(CCl)NC(=O)N(CCCl)N=O. Cell line: DU-145. Synergy scores: CSS=6.12, Synergy_ZIP=-0.488, Synergy_Bliss=3.83, Synergy_Loewe=-1.55, Synergy_HSA=1.19. (4) Drug 1: CS(=O)(=O)C1=CC(=C(C=C1)C(=O)NC2=CC(=C(C=C2)Cl)C3=CC=CC=N3)Cl. Drug 2: CS(=O)(=O)OCCCCOS(=O)(=O)C. Cell line: TK-10. Synergy scores: CSS=9.96, Synergy_ZIP=0.657, Synergy_Bliss=4.34, Synergy_Loewe=1.52, Synergy_HSA=2.21. (5) Drug 1: CC(CN1CC(=O)NC(=O)C1)N2CC(=O)NC(=O)C2. Drug 2: CC1=C2C(C(=O)C3(C(CC4C(C3C(C(C2(C)C)(CC1OC(=O)C(C(C5=CC=CC=C5)NC(=O)OC(C)(C)C)O)O)OC(=O)C6=CC=CC=C6)(CO4)OC(=O)C)O)C)O. Cell line: SF-539. Synergy scores: CSS=35.7, Synergy_ZIP=-8.93, Synergy_Bliss=-7.62, Synergy_Loewe=-6.45, Synergy_HSA=-4.07. (6) Drug 1: CC1=C(C(=CC=C1)Cl)NC(=O)C2=CN=C(S2)NC3=CC(=NC(=N3)C)N4CCN(CC4)CCO. Drug 2: C1=NNC2=C1C(=O)NC=N2. Cell line: T-47D. Synergy scores: CSS=14.9, Synergy_ZIP=-5.36, Synergy_Bliss=0.232, Synergy_Loewe=-6.67, Synergy_HSA=-1.96. (7) Drug 1: CN(CC1=CN=C2C(=N1)C(=NC(=N2)N)N)C3=CC=C(C=C3)C(=O)NC(CCC(=O)O)C(=O)O. Drug 2: CC1=C(C(CCC1)(C)C)C=CC(=CC=CC(=CC(=O)O)C)C. Cell line: NCI-H460. Synergy scores: CSS=32.5, Synergy_ZIP=2.89, Synergy_Bliss=0.574, Synergy_Loewe=-7.35, Synergy_HSA=-7.29.